Dataset: Full USPTO retrosynthesis dataset with 1.9M reactions from patents (1976-2016). Task: Predict the reactants needed to synthesize the given product. (1) Given the product [C:1]([CH:5]1[CH2:10][CH2:9][CH:8]([C:11]2[CH:18]=[CH:17][C:14]([CH:15]=[N:31][OH:30])=[CH:13][C:12]=2[N:19]2[CH2:24][CH2:23][N:22]([CH2:25][CH2:26][CH2:27][CH3:28])[CH2:21][CH2:20]2)[CH2:7][CH2:6]1)([CH3:4])([CH3:3])[CH3:2], predict the reactants needed to synthesize it. The reactants are: [C:1]([CH:5]1[CH2:10][CH2:9][CH:8]([C:11]2[CH:18]=[CH:17][C:14]([CH:15]=O)=[CH:13][C:12]=2[N:19]2[CH2:24][CH2:23][N:22]([CH2:25][CH2:26][CH2:27][CH3:28])[CH2:21][CH2:20]2)[CH2:7][CH2:6]1)([CH3:4])([CH3:3])[CH3:2].[Cl-].[OH:30][NH3+:31].C([O-])(=O)C.[Na+].[Cl-].[NH4+]. (2) Given the product [CH2:1]([O:8][C:9]1[C:10]([NH:16][C:17]2[S:18][CH:19]=[C:20]([CH3:22])[N:21]=2)=[N:11][CH:12]=[C:13](/[CH:23]=[CH:24]/[C:25]2[CH:30]=[CH:29][CH:28]=[CH:27][CH:26]=2)[CH:14]=1)[C:2]1[CH:7]=[CH:6][CH:5]=[CH:4][CH:3]=1, predict the reactants needed to synthesize it. The reactants are: [CH2:1]([O:8][C:9]1[C:10]([NH:16][C:17]2[S:18][CH:19]=[C:20]([CH3:22])[N:21]=2)=[N:11][CH:12]=[C:13](Br)[CH:14]=1)[C:2]1[CH:7]=[CH:6][CH:5]=[CH:4][CH:3]=1.[CH:23](/B(O)O)=[CH:24]\[C:25]1[CH:30]=[CH:29][CH:28]=[CH:27][CH:26]=1.C(=O)([O-])[O-].[Na+].[Na+].COCCOC. (3) Given the product [NH2:23][C:6]1([C:14]2[CH:19]=[CH:18][CH:17]=[CH:16][C:15]=2[O:20][CH2:21][CH3:22])[C:5]2[C:9](=[CH:10][CH:11]=[C:3]([C:1]#[N:2])[CH:4]=2)[NH:8][C:7]1=[O:12], predict the reactants needed to synthesize it. The reactants are: [C:1]([C:3]1[CH:4]=[C:5]2[C:9](=[CH:10][CH:11]=1)[NH:8][C:7](=[O:12])[C:6]2([C:14]1[CH:19]=[CH:18][CH:17]=[CH:16][C:15]=1[O:20][CH2:21][CH3:22])O)#[N:2].[N:23]1C=CC=CC=1.O=S(Cl)Cl. (4) Given the product [OH:33][CH:29]1[CH2:30][CH2:31][N:1]([CH:2]2[CH2:7][CH2:6][CH2:5][CH2:4][CH:3]2[NH:8][C:9](=[O:26])[C:10]2[C:15]([C:16]([F:19])([F:18])[F:17])=[CH:14][C:13]([C:20]([F:21])([F:22])[F:23])=[CH:12][C:11]=2[O:24][CH3:25])[CH2:28]1, predict the reactants needed to synthesize it. The reactants are: [NH2:1][C@H:2]1[CH2:7][CH2:6][CH2:5][CH2:4][C@H:3]1[NH:8][C:9](=[O:26])[C:10]1[C:15]([C:16]([F:19])([F:18])[F:17])=[CH:14][C:13]([C:20]([F:23])([F:22])[F:21])=[CH:12][C:11]=1[O:24][CH3:25].Br[CH2:28][CH:29]([OH:33])[CH2:30][CH2:31]Br. (5) Given the product [C:1]([O:4][C@@H:5]1[CH2:9][C:8](=[O:10])[N:7]([C@@H:11]2[CH2:16][CH2:15][CH2:14][CH2:13][C@H:12]2[O:17][CH2:36][CH2:35][C:29]2[CH:30]=[CH:31][C:32]([O:33][CH3:34])=[C:27]([O:26][CH2:19][C:20]3[CH:25]=[CH:24][CH:23]=[CH:22][CH:21]=3)[CH:28]=2)[C:6]1=[O:18])(=[O:3])[CH3:2], predict the reactants needed to synthesize it. The reactants are: [C:1]([O:4][C@@H:5]1[CH2:9][C:8](=[O:10])[N:7]([C@@H:11]2[CH2:16][CH2:15][CH2:14][CH2:13][C@H:12]2[OH:17])[C:6]1=[O:18])(=[O:3])[CH3:2].[CH2:19]([O:26][C:27]1[CH:28]=[C:29]([CH2:35][CH2:36]N=C([O-])C(Cl)(Cl)Cl)[CH:30]=[CH:31][C:32]=1[O:33][CH3:34])[C:20]1[CH:25]=[CH:24][CH:23]=[CH:22][CH:21]=1. (6) Given the product [C:28]1([CH:34]([NH:37][CH2:1][C:3]2[N:4]=[CH:5][C:6]([NH:9][C:10](=[O:27])[CH:11]([NH:15][C:16](=[O:26])[CH2:17][C:18]3[CH:23]=[C:22]([F:24])[CH:21]=[C:20]([F:25])[CH:19]=3)[CH2:12][CH2:13][CH3:14])=[N:7][CH:8]=2)[CH2:35][CH3:36])[CH:33]=[CH:32][CH:31]=[CH:30][CH:29]=1, predict the reactants needed to synthesize it. The reactants are: [CH:1]([C:3]1[N:4]=[CH:5][C:6]([NH:9][C:10](=[O:27])[CH:11]([NH:15][C:16](=[O:26])[CH2:17][C:18]2[CH:23]=[C:22]([F:24])[CH:21]=[C:20]([F:25])[CH:19]=2)[CH2:12][CH2:13][CH3:14])=[N:7][CH:8]=1)=O.[C:28]1([CH:34]([NH2:37])[CH2:35][CH3:36])[CH:33]=[CH:32][CH:31]=[CH:30][CH:29]=1.S([O-])([O-])(=O)=O.[Na+].[Na+].C([BH3-])#N.[Na+]. (7) The reactants are: [OH:1][C@@H:2]([CH2:20][N:21]1[CH2:26][CH2:25][CH:24]([C:27]2[CH:36]=[CH:35][C:34]3[C:29](=[CH:30][CH:31]=[CH:32][CH:33]=3)[CH:28]=2)[CH2:23][CH2:22]1)[CH2:3][O:4][C:5]1[C:13]2[CH:12]=[C:11]([C:14]([N:16]([O:18][CH3:19])[CH3:17])=[O:15])[O:10][C:9]=2[CH:8]=[CH:7][CH:6]=1.[C:37](OC(=O)C)(=[O:39])[CH3:38]. Given the product [C:37]([O:1][C@@H:2]([CH2:20][N:21]1[CH2:26][CH2:25][CH:24]([C:27]2[CH:36]=[CH:35][C:34]3[C:29](=[CH:30][CH:31]=[CH:32][CH:33]=3)[CH:28]=2)[CH2:23][CH2:22]1)[CH2:3][O:4][C:5]1[C:13]2[CH:12]=[C:11]([C:14]([N:16]([O:18][CH3:19])[CH3:17])=[O:15])[O:10][C:9]=2[CH:8]=[CH:7][CH:6]=1)(=[O:39])[CH3:38], predict the reactants needed to synthesize it. (8) Given the product [NH2:6][C:5]1[N:24]([CH2:22][CH3:23])[N:25]=[C:3]([NH:9][C:10]2[CH:15]=[CH:14][CH:13]=[CH:12][CH:11]=2)[C:4]=1[C:7]#[N:8], predict the reactants needed to synthesize it. The reactants are: CS[C:3]([NH:9][C:10]1[CH:15]=[CH:14][CH:13]=[CH:12][CH:11]=1)=[C:4]([C:7]#[N:8])[C:5]#[N:6].C(O)(=O)C(O)=O.[CH2:22]([NH:24][NH2:25])[CH3:23].C(N(CC)CC)C. (9) Given the product [NH2:7][C:8]([C:10]1[C:14]([NH:15][C:16]([C:17]2[C:18]([O:24][CH2:25][CH2:26][CH3:27])=[N:19][CH:20]=[C:21]([I:23])[CH:22]=2)=[O:28])=[C:13]([CH2:29][CH3:30])[N:12]([CH:32]2[CH2:33][N:34]([C:36]([O:38][C:39]([CH3:42])([CH3:41])[CH3:40])=[O:37])[CH2:35]2)[N:11]=1)=[O:9], predict the reactants needed to synthesize it. The reactants are: C(=O)([O-])[O-].[Cs+].[Cs+].[NH2:7][C:8]([C:10]1[C:14]([NH:15][C:16](=[O:28])[C:17]2[CH:22]=[C:21]([I:23])[CH:20]=[N:19][C:18]=2[O:24][CH2:25][CH2:26][CH3:27])=[C:13]([CH2:29][CH3:30])[NH:12][N:11]=1)=[O:9].I[CH:32]1[CH2:35][N:34]([C:36]([O:38][C:39]([CH3:42])([CH3:41])[CH3:40])=[O:37])[CH2:33]1. (10) Given the product [NH2:29][C:11]1[C:12]2[CH:18]=[C:17]([C:19]3[C:24]([Cl:25])=[CH:23][CH:22]=[CH:21][C:20]=3[Cl:26])[C:16](=[O:27])[N:15]([CH3:28])[C:13]=2[N:14]=[C:9]([NH:8][C:5]2[CH:6]=[CH:7][C:2]([NH:44][CH2:45][CH2:46][N:47]3[CH2:52][CH2:51][O:50][CH2:49][CH2:48]3)=[CH:3][CH:4]=2)[N:10]=1, predict the reactants needed to synthesize it. The reactants are: Br[C:2]1[CH:7]=[CH:6][C:5]([NH:8][C:9]2[N:10]=[C:11]([NH2:29])[C:12]3[CH:18]=[C:17]([C:19]4[C:24]([Cl:25])=[CH:23][CH:22]=[CH:21][C:20]=4[Cl:26])[C:16](=[O:27])[N:15]([CH3:28])[C:13]=3[N:14]=2)=[CH:4][CH:3]=1.N1CCC[C@H]1C(O)=O.C(=O)([O-])[O-].[K+].[K+].[NH2:44][CH2:45][CH2:46][N:47]1[CH2:52][CH2:51][O:50][CH2:49][CH2:48]1.